From a dataset of Catalyst prediction with 721,799 reactions and 888 catalyst types from USPTO. Predict which catalyst facilitates the given reaction. (1) Reactant: C([O:3][C:4](=[O:29])[C:5]1[CH:10]=[CH:9][C:8]([CH:11]([OH:28])[CH2:12][N:13]2[C:21]3[CH:20]=[CH:19][C:18]([CH3:22])=[CH:17][C:16]=3[C:15]3[CH2:23][N:24]([CH3:27])[CH2:25][CH2:26][C:14]2=3)=[CH:7][CH:6]=1)C.[OH-].[Na+]. Product: [CH3:27][N:24]1[CH2:25][CH2:26][C:14]2[N:13]([CH2:12][CH:11]([C:8]3[CH:9]=[CH:10][C:5]([C:4]([OH:29])=[O:3])=[CH:6][CH:7]=3)[OH:28])[C:21]3[CH:20]=[CH:19][C:18]([CH3:22])=[CH:17][C:16]=3[C:15]=2[CH2:23]1. The catalyst class is: 14. (2) Reactant: [Cl:1][C:2]1[C:7]([Cl:8])=[CH:6][CH:5]=[CH:4][C:3]=1[N:9]1[CH2:14][CH2:13][N:12]([CH2:15][CH2:16][CH2:17][CH:18]=[CH:19][C:20]2[N:29]=[C:28]3[C:23]([CH:24]=[CH:25][C:26](=[O:30])[NH:27]3)=[CH:22][CH:21]=2)[CH2:11][CH2:10]1. Product: [Cl:1][C:2]1[C:7]([Cl:8])=[CH:6][CH:5]=[CH:4][C:3]=1[N:9]1[CH2:14][CH2:13][N:12]([CH2:15][CH2:16][CH2:17][CH2:18][CH2:19][C:20]2[N:29]=[C:28]3[C:23]([CH:24]=[CH:25][C:26](=[O:30])[NH:27]3)=[CH:22][CH:21]=2)[CH2:11][CH2:10]1. The catalyst class is: 227. (3) Reactant: Cl[C:2]1[C:3]([N+:19]([O-:21])=[O:20])=[CH:4][C:5]([CH3:18])=[C:6]([NH:8][C:9](=[O:17])[CH2:10][C:11]2[CH:16]=[CH:15][CH:14]=[CH:13][CH:12]=2)[CH:7]=1.[SH:22][C:23]1[CH:28]=[CH:27][C:26]([OH:29])=[CH:25][CH:24]=1.C(=O)([O-])[O-].[Cs+].[Cs+]. Product: [OH:29][C:26]1[CH:27]=[CH:28][C:23]([S:22][C:2]2[C:3]([N+:19]([O-:21])=[O:20])=[CH:4][C:5]([CH3:18])=[C:6]([NH:8][C:9](=[O:17])[CH2:10][C:11]3[CH:16]=[CH:15][CH:14]=[CH:13][CH:12]=3)[CH:7]=2)=[CH:24][CH:25]=1. The catalyst class is: 9.